Dataset: Peptide-MHC class I binding affinity with 185,985 pairs from IEDB/IMGT. Task: Regression. Given a peptide amino acid sequence and an MHC pseudo amino acid sequence, predict their binding affinity value. This is MHC class I binding data. (1) The peptide sequence is GTNETEYLF. The MHC is HLA-A02:01 with pseudo-sequence HLA-A02:01. The binding affinity (normalized) is 0.0805. (2) The peptide sequence is LLYTHINAL. The MHC is HLA-A02:06 with pseudo-sequence HLA-A02:06. The binding affinity (normalized) is 0.378.